From a dataset of Full USPTO retrosynthesis dataset with 1.9M reactions from patents (1976-2016). Predict the reactants needed to synthesize the given product. (1) Given the product [C:1]([NH:48][CH2:47][CH2:46][CH2:45][N:44]([CH3:49])[CH3:43])(=[O:18])[CH2:2][CH2:3][CH2:4][CH2:5][CH2:6][CH2:7][CH2:8][CH2:9][CH2:10][CH2:11][CH2:12][CH2:13][CH2:14][CH2:15][CH3:16].[C:19]([NH:48][CH2:47][CH2:46][CH2:45][N:44]([CH3:49])[CH3:43])(=[O:32])[CH2:20][CH2:21][CH2:22][CH2:23][CH2:24][CH2:25][CH2:26][CH2:27][CH3:28].[C:33]([NH:48][CH2:47][CH2:46][CH2:45][N:44]([CH3:49])[CH3:43])(=[O:42])[CH2:34][CH2:35][CH2:36][CH2:37][CH2:38][CH2:39][CH3:40], predict the reactants needed to synthesize it. The reactants are: [C:1]([OH:18])(=O)[CH2:2][CH2:3][CH2:4][CH2:5][CH2:6][CH2:7][CH2:8][CH2:9][CH2:10][CH2:11][CH2:12][CH2:13][CH2:14][CH2:15][CH3:16].[C:19]([OH:32])(=O)[CH2:20][CH2:21][CH2:22][CH2:23][CH2:24][CH2:25][CH2:26][CH2:27][CH2:28]CC.[C:33]([OH:42])(=O)[CH2:34][CH2:35][CH2:36][CH2:37][CH2:38][CH2:39][CH3:40].[CH3:43][N:44]([CH3:49])[CH2:45][CH2:46][CH2:47][NH2:48]. (2) Given the product [CH3:40][O:39][C:32]1[CH:31]=[CH:30][C:29]([C:10]2[CH:11]=[C:12]3[C:7](=[CH:8][CH:9]=2)[N:6]=[C:5]([C:22]2[CH:23]=[N:24][CH:25]=[CH:26][CH:27]=2)[N:4]=[C:3]3[NH:2][CH3:1])=[CH:34][C:33]=1[NH:35][C:36](=[O:38])[CH3:37], predict the reactants needed to synthesize it. The reactants are: [CH3:1][NH:2][C:3]1[C:12]2[C:7](=[CH:8][CH:9]=[C:10](B3OC(C)(C)C(C)(C)O3)[CH:11]=2)[N:6]=[C:5]([C:22]2[CH:23]=[N:24][CH:25]=[CH:26][CH:27]=2)[N:4]=1.Br[C:29]1[CH:30]=[CH:31][C:32]([O:39][CH3:40])=[C:33]([NH:35][C:36](=[O:38])[CH3:37])[CH:34]=1.O.[O-]P([O-])([O-])=O.[K+].[K+].[K+].O. (3) Given the product [F:14][C:15]([F:26])([F:27])[O:16][C:17]1[CH:22]=[C:21]([C:3]2[CH:4]=[C:5]([CH2:9][C:10]([O:12][CH3:13])=[O:11])[CH:6]=[N:7][CH:8]=2)[CH:20]=[CH:19][CH:18]=1, predict the reactants needed to synthesize it. The reactants are: Cl.Br[C:3]1[CH:4]=[C:5]([CH2:9][C:10]([O:12][CH3:13])=[O:11])[CH:6]=[N:7][CH:8]=1.[F:14][C:15]([F:27])([F:26])[O:16][C:17]1[CH:18]=[C:19](B(O)O)[CH:20]=[CH:21][CH:22]=1.C([O-])([O-])=O.[K+].[K+].O. (4) Given the product [Br:1][C:2]1[CH:9]=[C:8]([O:10][CH3:11])[C:7]([O:12][CH3:13])=[CH:6][C:3]=1[CH:4]1[O:16][CH2:15][CH2:14][O:5]1, predict the reactants needed to synthesize it. The reactants are: [Br:1][C:2]1[CH:9]=[C:8]([O:10][CH3:11])[C:7]([O:12][CH3:13])=[CH:6][C:3]=1[CH:4]=[O:5].[CH2:14](O)[CH2:15][OH:16].C(=O)(O)[O-].[Na+]. (5) Given the product [Cl:39][C:36]1[CH:35]=[N:34][C:33]([NH:3][CH2:4][C:5]2[N:10]=[C:9]([CH3:11])[N:8]=[C:7]([O:12][C:13]3[CH:14]=[CH:15][C:16]([CH2:19][S:20]([NH:23][CH3:31])(=[O:21])=[O:22])=[CH:17][CH:18]=3)[CH:6]=2)=[N:38][CH:37]=1, predict the reactants needed to synthesize it. The reactants are: [F-].[K+].[NH2:3][CH2:4][C:5]1[N:10]=[C:9]([CH3:11])[N:8]=[C:7]([O:12][C:13]2[CH:18]=[CH:17][C:16]([CH2:19][S:20]([N:23]([CH3:31])C(=O)OC(C)(C)C)(=[O:22])=[O:21])=[CH:15][CH:14]=2)[CH:6]=1.Cl[C:33]1[N:38]=[CH:37][C:36]([Cl:39])=[CH:35][N:34]=1. (6) Given the product [Cl:1][C:2]1[CH:10]=[CH:9][CH:8]=[C:7]2[C:3]=1[C:4]([C:22]1[C:27]([OH:28])=[CH:26][CH:25]=[C:24]([O:29][CH3:30])[N:23]=1)([CH2:31][OH:32])[C:5](=[O:21])[N:6]2[CH2:11][C:12]1[O:13][C:14]([C:17]([F:19])([F:20])[F:18])=[CH:15][CH:16]=1, predict the reactants needed to synthesize it. The reactants are: [Cl:1][C:2]1[CH:10]=[CH:9][CH:8]=[C:7]2[C:3]=1[CH:4]([C:22]1[C:27]([OH:28])=[CH:26][CH:25]=[C:24]([O:29][CH3:30])[N:23]=1)[C:5](=[O:21])[N:6]2[CH2:11][C:12]1[O:13][C:14]([C:17]([F:20])([F:19])[F:18])=[CH:15][CH:16]=1.[CH2:31]=[O:32].[OH-].[Na+]. (7) The reactants are: [CH2:1]([N:4]1[C:12](=[O:13])[C:11]2[C:6](=[N:7][C:8](SC)=[N:9][CH:10]=2)[N:5]1[C:16]1[CH:21]=[CH:20][CH:19]=[C:18]([CH3:22])[N:17]=1)[CH:2]=[CH2:3].[CH3:23][O:24][CH2:25][CH2:26][N:27]1[CH2:32][CH2:31][N:30]([C:33]2[CH:39]=[CH:38][C:36]([NH2:37])=[CH:35][CH:34]=2)[CH2:29][CH2:28]1. Given the product [CH3:23][O:24][CH2:25][CH2:26][N:27]1[CH2:32][CH2:31][N:30]([C:33]2[CH:39]=[CH:38][C:36]([NH:37][C:8]3[N:7]=[C:6]4[N:5]([C:16]5[CH:21]=[CH:20][CH:19]=[C:18]([CH3:22])[N:17]=5)[N:4]([CH2:1][C:2]#[CH:3])[C:12](=[O:13])[C:11]4=[CH:10][N:9]=3)=[CH:35][CH:34]=2)[CH2:29][CH2:28]1, predict the reactants needed to synthesize it. (8) Given the product [Br:15][C:11]1[CH:12]=[CH:13][C:8]([NH:7][CH:4]2[CH2:3][CH2:2][O:1][CH2:6][CH2:5]2)=[C:9]([OH:14])[CH:10]=1, predict the reactants needed to synthesize it. The reactants are: [O:1]1[CH2:6][CH2:5][CH:4]([NH:7][C:8]2[CH:13]=[CH:12][CH:11]=[CH:10][C:9]=2[OH:14])[CH2:3][CH2:2]1.[Br:15]N1C(=O)CCC1=O. (9) Given the product [CH2:26]([O:25][C:23]([C:20]1([CH2:29][CH:30]([CH3:32])[CH3:31])[CH2:21][CH2:22][N:17]([C:15]([O:14][C:10]([CH3:13])([CH3:12])[CH3:11])=[O:16])[CH2:18][CH2:19]1)=[O:24])[CH3:27], predict the reactants needed to synthesize it. The reactants are: CCN(C(C)C)C(C)C.[C:10]([O:14][C:15]([N:17]1[CH2:22][CH2:21][CH:20]([C:23]([O:25][CH2:26][CH3:27])=[O:24])[CH2:19][CH2:18]1)=[O:16])([CH3:13])([CH3:12])[CH3:11].I[CH2:29][CH:30]([CH3:32])[CH3:31].